This data is from Reaction yield outcomes from USPTO patents with 853,638 reactions. The task is: Predict the reaction yield, written as a fraction of the theoretical maximum amount of product (1.0 means a 100% yield; for example, 0.34 means a 34% yield). (1) The reactants are [NH:1]1[C:5](=[O:6])[CH2:4][CH2:3][C@H:2]1[C:7]([O:9][C:10]([CH3:13])([CH3:12])[CH3:11])=[O:8].CN(C1C=CC=CN=1)C.[C:23](O[C:23]([O:25][C:26]([CH3:29])([CH3:28])[CH3:27])=[O:24])([O:25][C:26]([CH3:29])([CH3:28])[CH3:27])=[O:24]. The catalyst is C(#N)C. The product is [C:26]([O:25][C:23]([N:1]1[C:5](=[O:6])[CH2:4][CH2:3][C@H:2]1[C:7]([O:9][C:10]([CH3:13])([CH3:12])[CH3:11])=[O:8])=[O:24])([CH3:29])([CH3:28])[CH3:27]. The yield is 0.950. (2) The reactants are [F:1][C:2]1[CH:10]=[CH:9][CH:8]=[C:7]([F:11])[C:3]=1[C:4](Cl)=[O:5].[F:12][C:13]1([F:30])[O:17][C:16]2[CH:18]=[C:19]([CH3:29])[C:20]([C:22]3[N:23]=[CH:24][C:25]([NH2:28])=[N:26][CH:27]=3)=[CH:21][C:15]=2[O:14]1.CCN(C(C)C)C(C)C. The catalyst is ClCCl.O1CCCC1.CO.[OH-].[Na+]. The product is [F:30][C:13]1([F:12])[O:17][C:16]2[CH:18]=[C:19]([CH3:29])[C:20]([C:22]3[N:23]=[CH:24][C:25]([NH:28][C:4](=[O:5])[C:3]4[C:2]([F:1])=[CH:10][CH:9]=[CH:8][C:7]=4[F:11])=[N:26][CH:27]=3)=[CH:21][C:15]=2[O:14]1. The yield is 0.580.